This data is from Forward reaction prediction with 1.9M reactions from USPTO patents (1976-2016). The task is: Predict the product of the given reaction. Given the reactants Br[CH:2]([C:4]1[NH:13][C:12](=[O:14])[C:11]2[C:6](=[CH:7][CH:8]=[CH:9][CH:10]=2)[N:5]=1)[CH3:3].[CH:15]1([NH2:18])[CH2:17][CH2:16]1, predict the reaction product. The product is: [CH:15]1([NH:18][CH:2]([C:4]2[NH:13][C:12](=[O:14])[C:11]3[C:6](=[CH:7][CH:8]=[CH:9][CH:10]=3)[N:5]=2)[CH3:3])[CH2:17][CH2:16]1.